From a dataset of hERG potassium channel inhibition data for cardiac toxicity prediction from Karim et al.. Regression/Classification. Given a drug SMILES string, predict its toxicity properties. Task type varies by dataset: regression for continuous values (e.g., LD50, hERG inhibition percentage) or binary classification for toxic/non-toxic outcomes (e.g., AMES mutagenicity, cardiotoxicity, hepatotoxicity). Dataset: herg_karim. The molecule is COC[C@H](C)COCc1ccc([C@@]2(O)CCNC[C@@H]2c2ccc(-c3ccccc3CCNC(C)=O)cc2C)cc1. The result is 1 (blocker).